Binary Classification. Given a drug SMILES string, predict its activity (active/inactive) in a high-throughput screening assay against a specified biological target. From a dataset of M1 muscarinic receptor antagonist screen with 61,756 compounds. (1) The molecule is O(CCNCCOC)CCOc1cc(OC)ccc1. The result is 0 (inactive). (2) The drug is S(c1n(nnn1)c1ccc(cc1)C(OC)=O)CC(=O)Nc1c(OCC)cccc1. The result is 0 (inactive). (3) The molecule is O=C(N1CCN(CC1)C(=O)c1occc1)CCNC(=O)Cn1c(=O)c2c(cc1)cccc2. The result is 0 (inactive). (4) The compound is O(CCOC(=O)c1ccccc1)c1nc(N(C)C)nc(N(C)C)n1. The result is 0 (inactive). (5) The compound is s1c(NC(=O)c2occc2)c(C(N2CCC(CC2)C(OCC)=O)c2cccnc2)c(c1C)C. The result is 0 (inactive). (6) The molecule is S(CC(=O)N1CCN(CC1)C(=O)c1occc1)c1nc(nc2sc(c(c12)C)C)C. The result is 0 (inactive).